Predict which catalyst facilitates the given reaction. From a dataset of Catalyst prediction with 721,799 reactions and 888 catalyst types from USPTO. (1) Reactant: [BH4-].[Na+].[C:3]([O:7][C:8]([N:10]1[CH2:15][CH2:14][CH2:13][CH:12]([C:16]([NH:18][C:19]2[CH:20]=[C:21]([C:25]3[CH:30]=[C:29]([N:31]4[CH2:36][CH2:35][O:34][CH2:33][CH2:32]4)[N:28]=[C:27]([C:37]4[O:38][C:39]([CH:42]=[O:43])=[CH:40][CH:41]=4)[N:26]=3)[CH:22]=[CH:23][CH:24]=2)=[O:17])[CH2:11]1)=[O:9])([CH3:6])([CH3:5])[CH3:4]. Product: [C:3]([O:7][C:8]([N:10]1[CH2:15][CH2:14][CH2:13][CH:12]([C:16]([NH:18][C:19]2[CH:20]=[C:21]([C:25]3[CH:30]=[C:29]([N:31]4[CH2:32][CH2:33][O:34][CH2:35][CH2:36]4)[N:28]=[C:27]([C:37]4[O:38][C:39]([CH2:42][OH:43])=[CH:40][CH:41]=4)[N:26]=3)[CH:22]=[CH:23][CH:24]=2)=[O:17])[CH2:11]1)=[O:9])([CH3:6])([CH3:4])[CH3:5]. The catalyst class is: 8. (2) Reactant: O[Li].O.[OH:4][C:5]([CH3:45])([CH2:43][OH:44])[CH2:6][CH2:7][C:8]1[CH:13]=[C:12]([CH3:14])[C:11]([C:15]2[C:20]([F:21])=[CH:19][C:18]([F:22])=[C:17]([CH2:23][O:24][C:25]3[N:30]=[CH:29][C:28]4[C@@H:31]5[C@@H:34]([C:35]([O:37]C(C)(C)C)=[O:36])[C@@H:32]5[CH2:33][C:27]=4[CH:26]=3)[CH:16]=2)=[C:10]([CH3:42])[CH:9]=1.Cl. Product: [OH:4][C:5]([CH3:45])([CH2:43][OH:44])[CH2:6][CH2:7][C:8]1[CH:13]=[C:12]([CH3:14])[C:11]([C:15]2[C:20]([F:21])=[CH:19][C:18]([F:22])=[C:17]([CH2:23][O:24][C:25]3[N:30]=[CH:29][C:28]4[C@@H:31]5[C@@H:34]([C:35]([OH:37])=[O:36])[C@@H:32]5[CH2:33][C:27]=4[CH:26]=3)[CH:16]=2)=[C:10]([CH3:42])[CH:9]=1. The catalyst class is: 776. (3) Product: [C:27]([NH:1][C:2]1[CH:3]=[C:4]([C:8]2[NH:26][C:11]3=[N:12][CH:13]=[C:14]([NH:16][C:17](=[O:25])[C:18]4[CH:23]=[CH:22][CH:21]=[CH:20][C:19]=4[Cl:24])[CH:15]=[C:10]3[N:9]=2)[CH:5]=[CH:6][CH:7]=1)(=[O:29])[CH3:28]. Reactant: [NH2:1][C:2]1[CH:3]=[C:4]([C:8]2[NH:26][C:11]3=[N:12][CH:13]=[C:14]([NH:16][C:17](=[O:25])[C:18]4[CH:23]=[CH:22][CH:21]=[CH:20][C:19]=4[Cl:24])[CH:15]=[C:10]3[N:9]=2)[CH:5]=[CH:6][CH:7]=1.[C:27](Cl)(=[O:29])[CH3:28]. The catalyst class is: 17. (4) Reactant: [Cl:1][C:2]1[CH:3]=[C:4]([C:10]2[N:14](COCC[Si](C)(C)C)[N:13]=[CH:12][C:11]=2[NH:23]C(=O)OC(C)(C)C)[C:5]([O:8][CH3:9])=[N:6][CH:7]=1.[Sn](Cl)(Cl)(Cl)Cl. Product: [Cl:1][C:2]1[CH:3]=[C:4]([C:10]2[NH:14][N:13]=[CH:12][C:11]=2[NH2:23])[C:5]([O:8][CH3:9])=[N:6][CH:7]=1. The catalyst class is: 13. (5) Reactant: [CH3:1][N:2]([CH3:23])[CH2:3][CH2:4][N:5]1[CH2:10][CH2:9][O:8][C:7]2[CH:11]=[CH:12][C:13]([NH:15][C:16]([C:18]3[S:19][CH:20]=[CH:21][CH:22]=3)=[NH:17])=[CH:14][C:6]1=2.[ClH:24]. Product: [ClH:24].[ClH:24].[CH3:1][N:2]([CH3:23])[CH2:3][CH2:4][N:5]1[CH2:10][CH2:9][O:8][C:7]2[CH:11]=[CH:12][C:13]([NH:15][C:16]([C:18]3[S:19][CH:20]=[CH:21][CH:22]=3)=[NH:17])=[CH:14][C:6]1=2. The catalyst class is: 5. (6) Reactant: Cl[C:2]1[N:3]=[CH:4][C:5]([C:8]([NH:10][C:11]2[NH:12][N:13]=[C:14]([O:16][CH2:17][C:18]3[CH:23]=[C:22]([O:24][CH3:25])[CH:21]=[C:20]([O:26][CH3:27])[CH:19]=3)[CH:15]=2)=[O:9])=[N:6][CH:7]=1.CN1[C@@H](C)CNC[C@H]1C.[CH3:37][C@H:38]1[CH2:43][NH:42][CH2:41][C@@H:40]([CH3:44])[N:39]1[CH2:45][C:46]#[N:47].C(N(C(C)C)C(C)C)C. Product: [C:46]([CH2:45][N:39]1[C@@H:38]([CH3:37])[CH2:43][N:42]([C:2]2[N:3]=[CH:4][C:5]([C:8]([NH:10][C:11]3[NH:12][N:13]=[C:14]([O:16][CH2:17][C:18]4[CH:23]=[C:22]([O:24][CH3:25])[CH:21]=[C:20]([O:26][CH3:27])[CH:19]=4)[CH:15]=3)=[O:9])=[N:6][CH:7]=2)[CH2:41][C@H:40]1[CH3:44])#[N:47]. The catalyst class is: 376.